Dataset: Peptide-MHC class II binding affinity with 134,281 pairs from IEDB. Task: Regression. Given a peptide amino acid sequence and an MHC pseudo amino acid sequence, predict their binding affinity value. This is MHC class II binding data. (1) The peptide sequence is VTANRAELKALIASN. The MHC is DRB5_0101 with pseudo-sequence DRB5_0101. The binding affinity (normalized) is 0.443. (2) The peptide sequence is KEPLKECGGILQAYD. The MHC is HLA-DQA10102-DQB10502 with pseudo-sequence HLA-DQA10102-DQB10502. The binding affinity (normalized) is 0.437. (3) The peptide sequence is PVTEEPGMAKIPAGE. The MHC is DRB1_1101 with pseudo-sequence DRB1_1101. The binding affinity (normalized) is 0. (4) The peptide sequence is IGRNPNRDGDSYYYS. The MHC is DRB1_0901 with pseudo-sequence DRB1_0901. The binding affinity (normalized) is 0.339. (5) The peptide sequence is VQYSRADEEQQQALS. The MHC is DRB1_1201 with pseudo-sequence DRB1_1201. The binding affinity (normalized) is 0.0676. (6) The binding affinity (normalized) is 0.382. The peptide sequence is AAAAPAAVGAAVGGT. The MHC is DRB1_0101 with pseudo-sequence DRB1_0101. (7) The peptide sequence is AFILDGDNLFPKV. The MHC is HLA-DPA10103-DPB10401 with pseudo-sequence HLA-DPA10103-DPB10401. The binding affinity (normalized) is 0.453. (8) The peptide sequence is EEGSRAYRNALSMMP. The MHC is HLA-DQA10201-DQB10402 with pseudo-sequence HLA-DQA10201-DQB10402. The binding affinity (normalized) is 0.397.